This data is from Reaction yield outcomes from USPTO patents with 853,638 reactions. The task is: Predict the reaction yield, written as a fraction of the theoretical maximum amount of product (1.0 means a 100% yield; for example, 0.34 means a 34% yield). The reactants are C([O:4][CH2:5][C:6]1[C:11]([N:12]2[CH2:24][CH2:23][N:15]3[C:16]4[CH2:17][CH2:18][CH2:19][CH2:20][C:21]=4[CH:22]=[C:14]3[C:13]2=[O:25])=[CH:10][C:9]([F:26])=[CH:8][C:7]=1[C:27]1[CH:32]=[C:31]([NH:33][C:34]2[CH:39]=[CH:38][C:37]([N:40]3[CH2:45][C@@H:44]([CH3:46])[N:43]([CH:47]4[CH2:50][O:49][CH2:48]4)[CH2:42][C@@H:41]3[CH3:51])=[CH:36][N:35]=2)[C:30](=[O:52])[N:29]([CH3:53])[CH:28]=1)(=O)C.[OH-].[Li+]. No catalyst specified. The product is [CH3:51][C@H:41]1[CH2:42][N:43]([CH:47]2[CH2:50][O:49][CH2:48]2)[C@H:44]([CH3:46])[CH2:45][N:40]1[C:37]1[CH:38]=[CH:39][C:34]([NH:33][C:31]2[C:30](=[O:52])[N:29]([CH3:53])[CH:28]=[C:27]([C:7]3[C:6]([CH2:5][OH:4])=[C:11]([N:12]4[CH2:24][CH2:23][N:15]5[C:16]6[CH2:17][CH2:18][CH2:19][CH2:20][C:21]=6[CH:22]=[C:14]5[C:13]4=[O:25])[CH:10]=[C:9]([F:26])[CH:8]=3)[CH:32]=2)=[N:35][CH:36]=1. The yield is 0.250.